Dataset: Reaction yield outcomes from USPTO patents with 853,638 reactions. Task: Predict the reaction yield, written as a fraction of the theoretical maximum amount of product (1.0 means a 100% yield; for example, 0.34 means a 34% yield). (1) The reactants are [H-].[Na+].CN(C)[CH:5]=[CH:6][C:7]([C:9]1[CH:14]=[CH:13][C:12]([N:15]([CH3:17])[CH3:16])=[CH:11][CH:10]=1)=O.[C:19]([CH2:21][C:22]([NH2:24])=[O:23])#[N:20].CO. The catalyst is CN(C=O)C. The product is [CH3:17][N:15]([CH3:16])[C:12]1[CH:11]=[CH:10][C:9]([C:7]2[NH:24][C:22](=[O:23])[C:21]([C:19]#[N:20])=[CH:5][CH:6]=2)=[CH:14][CH:13]=1. The yield is 0.810. (2) The reactants are C[Si](C)(C)[N:3]1[CH:7]=[C:6](I)[CH:5]=[N:4]1.C([Mg]Cl)(C)C.C(O[B:20]1[O:24][C:23]([CH3:26])([CH3:25])[C:22]([CH3:28])([CH3:27])[O:21]1)(C)C.[Cl-].[NH4+]. The catalyst is [Cl-].[Na+].O.C1(C)C=CC=CC=1.C1COCC1. The product is [CH3:27][C:22]1([CH3:28])[C:23]([CH3:26])([CH3:25])[O:24][B:20]([C:6]2[CH:5]=[N:4][NH:3][CH:7]=2)[O:21]1. The yield is 0.548. (3) The reactants are Br[C:2]1[N:7]=[C:6]([CH3:8])[C:5]([N+:9]([O-:11])=[O:10])=[CH:4][CH:3]=1.[NH:12]1[CH:16]=[N:15][CH:14]=[N:13]1.C(=O)([O-])[O-].[K+].[K+]. The catalyst is CS(C)=O. The product is [CH3:8][C:6]1[C:5]([N+:9]([O-:11])=[O:10])=[CH:4][CH:3]=[C:2]([N:12]2[CH:16]=[N:15][CH:14]=[N:13]2)[N:7]=1. The yield is 0.720. (4) The reactants are [C:1]1([NH2:8])[CH:6]=[CH:5][CH:4]=[CH:3][C:2]=1[NH2:7].NC1C(C(O)=[O:16])=NNC=1.C(Cl)CCl.C1C=[CH:24][C:25]2[N:30]([OH:31])[N:29]=[N:28][C:26]=2[CH:27]=1. The catalyst is CN(C=O)C.CC(O)=O. The product is [N+:30]([C:25]1[C:26]([C:27]2[NH:8][C:1]3[CH:6]=[CH:5][CH:4]=[CH:3][C:2]=3[N:7]=2)=[N:28][NH:29][CH:24]=1)([O-:31])=[O:16]. The yield is 0.500. (5) The reactants are [Br:1][C:2]1[CH:3]=[C:4]([C:7]([NH:9][C@@H:10]([CH2:20][C:21]2[CH:26]=[CH:25][CH:24]=[CH:23][CH:22]=2)[CH2:11][NH:12][C:13](=[O:19])[O:14][C:15]([CH3:18])([CH3:17])[CH3:16])=[O:8])[S:5][CH:6]=1.N[C@@H](CC1C=CC([Cl:48])=CC=1Cl)CN1C(=O)C2C(=CC=CC=2)C1=O.C1C(=O)N(Cl)C(=O)C1. The catalyst is CN(C=O)C. The product is [Br:1][C:2]1[CH:3]=[C:4]([C:7]([NH:9][C@@H:10]([CH2:20][C:21]2[CH:22]=[CH:23][CH:24]=[CH:25][CH:26]=2)[CH2:11][NH:12][C:13](=[O:19])[O:14][C:15]([CH3:18])([CH3:17])[CH3:16])=[O:8])[S:5][C:6]=1[Cl:48]. The yield is 0.650. (6) The yield is 0.950. The reactants are [Cl:1][C:2]1[C:3]([CH2:8][NH:9][C:10]([C@H:12]2[CH2:17][CH2:16][C@H:15]([OH:18])[CH2:14][CH2:13]2)=[O:11])=[N:4][CH:5]=[CH:6][N:7]=1.[C:19](OC(=O)C)(=[O:21])[CH3:20]. The catalyst is CN(C)C1C=CN=CC=1.N1C=CC=CC=1. The product is [C:19]([O:18][C@H:15]1[CH2:16][CH2:17][C@H:12]([C:10](=[O:11])[NH:9][CH2:8][C:3]2[C:2]([Cl:1])=[N:7][CH:6]=[CH:5][N:4]=2)[CH2:13][CH2:14]1)(=[O:21])[CH3:20]. (7) The reactants are C(C1C=CC(C(NC2C=CC(C3SC(CCC(O)=O)=NC=3)=CC=2)=O)=CC=1)(C)(C)C.[C:30]([C:34]1[CH:63]=[CH:62][C:37]([C:38]([NH:40][C:41]2[CH:46]=[CH:45][C:44]([C:47]3[S:51][C:50]([CH:52]4[CH2:57][CH2:56][CH:55]([C:58]([O:60]C)=[O:59])[CH2:54][CH2:53]4)=[N:49][CH:48]=3)=[CH:43][CH:42]=2)=[O:39])=[CH:36][CH:35]=1)([CH3:33])([CH3:32])[CH3:31]. No catalyst specified. The product is [C:30]([C:34]1[CH:63]=[CH:62][C:37]([C:38]([NH:40][C:41]2[CH:46]=[CH:45][C:44]([C:47]3[S:51][C:50]([CH:52]4[CH2:57][CH2:56][CH:55]([C:58]([OH:60])=[O:59])[CH2:54][CH2:53]4)=[N:49][CH:48]=3)=[CH:43][CH:42]=2)=[O:39])=[CH:36][CH:35]=1)([CH3:33])([CH3:31])[CH3:32]. The yield is 0.840. (8) The reactants are [OH:1][C@H:2]1[C:6]2[N:7]=[CH:8][N:9]=[C:10]([N:11]3[CH2:16][CH2:15][N:14](C(OC(C)(C)C)=O)[CH2:13][C@@H:12]3[CH3:24])[C:5]=2[C@H:4]([CH3:25])[CH2:3]1.[ClH:26]. The catalyst is C(Cl)Cl. The product is [ClH:26].[ClH:26].[CH3:25][C@H:4]1[C:5]2[C:10]([N:11]3[CH2:16][CH2:15][NH:14][CH2:13][C@@H:12]3[CH3:24])=[N:9][CH:8]=[N:7][C:6]=2[C@H:2]([OH:1])[CH2:3]1. The yield is 0.990. (9) The reactants are [Cl-].O[NH3+:3].[C:4](=[O:7])([O-])[OH:5].[Na+].CS(C)=O.[OH:13][C:14]([CH3:52])([CH3:51])[C:15]([CH3:50])([CH3:49])[O:16][C:17]1[CH:22]=[CH:21][C:20]([N:23]2[C:28](=[O:29])[C:27]([CH2:30][C:31]3[CH:36]=[CH:35][C:34]([C:37]4[C:38]([C:43]#[N:44])=[CH:39][CH:40]=[CH:41][CH:42]=4)=[CH:33][CH:32]=3)=[C:26]([CH2:45][CH2:46][CH3:47])[N:25]=[C:24]2[CH3:48])=[CH:19][CH:18]=1. The catalyst is O.C(OCC)(=O)C. The product is [OH:13][C:14]([CH3:51])([CH3:52])[C:15]([CH3:50])([CH3:49])[O:16][C:17]1[CH:22]=[CH:21][C:20]([N:23]2[C:28](=[O:29])[C:27]([CH2:30][C:31]3[CH:36]=[CH:35][C:34]([C:37]4[CH:42]=[CH:41][CH:40]=[CH:39][C:38]=4[C:43]4[NH:3][C:4](=[O:7])[O:5][N:44]=4)=[CH:33][CH:32]=3)=[C:26]([CH2:45][CH2:46][CH3:47])[N:25]=[C:24]2[CH3:48])=[CH:19][CH:18]=1. The yield is 0.660. (10) The reactants are [N:1]1[CH:6]=[CH:5][CH:4]=[CH:3][C:2]=1[CH:7]=O.[NH2:9][OH:10].[OH-].[Na+].Cl. The catalyst is C(O)C.O. The product is [N:1]1[CH:6]=[CH:5][CH:4]=[CH:3][C:2]=1/[CH:7]=[N:9]\[OH:10]. The yield is 0.780.